Dataset: Forward reaction prediction with 1.9M reactions from USPTO patents (1976-2016). Task: Predict the product of the given reaction. (1) The product is: [CH3:23][C:24]1([CH3:40])[C:28]([CH3:30])([CH3:29])[O:27][B:26]([C:2]2[CH:3]=[CH:4][C:5](=[O:22])[N:6]([CH:8]([CH3:21])[CH2:9][O:10][Si:11]([CH:18]([CH3:20])[CH3:19])([CH:15]([CH3:17])[CH3:16])[CH:12]([CH3:14])[CH3:13])[CH:7]=2)[O:25]1. Given the reactants Br[C:2]1[CH:3]=[CH:4][C:5](=[O:22])[N:6]([CH:8]([CH3:21])[CH2:9][O:10][Si:11]([CH:18]([CH3:20])[CH3:19])([CH:15]([CH3:17])[CH3:16])[CH:12]([CH3:14])[CH3:13])[CH:7]=1.[CH3:23][C:24]1([CH3:40])[C:28]([CH3:30])([CH3:29])[O:27][B:26]([B:26]2[O:27][C:28]([CH3:30])([CH3:29])[C:24]([CH3:40])([CH3:23])[O:25]2)[O:25]1.C([O-])(=O)C.[K+], predict the reaction product. (2) Given the reactants OO.C(=O)([O-])[O-:4].[K+].[K+].[C:9]([C:11]1[CH:12]=[C:13]2[C:18](=[CH:19][CH:20]=1)[CH:17]=[C:16]([S:21]([CH2:24][CH2:25][C:26]([O:28][C:29]([CH3:32])([CH3:31])[CH3:30])=[O:27])(=[O:23])=[O:22])[CH:15]=[CH:14]2)#[N:10], predict the reaction product. The product is: [C:9]([C:11]1[CH:12]=[C:13]2[C:18](=[CH:19][CH:20]=1)[CH:17]=[C:16]([S:21]([CH2:24][CH2:25][C:26]([O:28][C:29]([CH3:32])([CH3:31])[CH3:30])=[O:27])(=[O:23])=[O:22])[CH:15]=[CH:14]2)(=[O:4])[NH2:10]. (3) Given the reactants [Cl:1][C:2]1[CH:3]=[C:4]([C:9]2[CH:14]=[C:13]([CH:15]=O)[C:12]([OH:17])=[C:11]([C:18]3[CH:23]=[CH:22][C:21]([Cl:24])=[C:20]([Cl:25])[CH:19]=3)[CH:10]=2)[CH:5]=[CH:6][C:7]=1[Cl:8].[C:26]([NH2:30])([CH3:29])([CH3:28])[CH3:27], predict the reaction product. The product is: [ClH:1].[C:26]([NH:30][CH2:15][C:13]1[C:12]([OH:17])=[C:11]([C:18]2[CH:23]=[CH:22][C:21]([Cl:24])=[C:20]([Cl:25])[CH:19]=2)[CH:10]=[C:9]([C:4]2[CH:5]=[CH:6][C:7]([Cl:8])=[C:2]([Cl:1])[CH:3]=2)[CH:14]=1)([CH3:29])([CH3:28])[CH3:27]. (4) The product is: [Cl:1][C:2]1[CH:3]=[CH:4][C:5]([C:6]([NH:8][CH:9]([NH:14][C:15]([NH:19][C:20]2[CH:21]=[N:22][CH:23]=[CH:24][CH:25]=2)=[S:16])[C:10]([Cl:12])([Cl:13])[Cl:11])=[O:7])=[CH:17][CH:18]=1. Given the reactants [Cl:1][C:2]1[CH:18]=[CH:17][C:5]([C:6]([NH:8][CH:9]([N:14]=[C:15]=[S:16])[C:10]([Cl:13])([Cl:12])[Cl:11])=[O:7])=[CH:4][CH:3]=1.[NH2:19][C:20]1[CH:21]=[N:22][CH:23]=[CH:24][CH:25]=1.C(N(CC)CC)C, predict the reaction product. (5) Given the reactants CN1C2C(C(OC)=O)C(O[CH:11]([C:19]3[CH:24]=[CH:23][C:22](F)=[CH:21][CH:20]=3)[C:12]3[CH:17]=[CH:16][C:15](F)=[CH:14]C=3)CC1CC2.[OH:30]OS([O-])=O.[K+].CN([CH:39]=[O:40])C, predict the reaction product. The product is: [CH2:20]1[CH:19]2[CH:11]3[C:12]([CH:39]=[O:40])([O:30][CH:24]2[CH2:23][CH:22]=[CH:21]1)[CH2:17][CH:16]=[CH:15][CH2:14]3. (6) Given the reactants [C@H:1]1([O:12][C:13]2[CH:18]=[CH:17][C:16]([C:19]3[CH:20]=[CH:21][C:22]([C:25]([O:27]C)=[O:26])=[N:23][CH:24]=3)=[CH:15][CH:14]=2)[O:9][C@H:8]([CH2:10][OH:11])[C@@H:6]([OH:7])[C@H:4]([OH:5])[C@@H:2]1[OH:3].[OH-].[Na+], predict the reaction product. The product is: [C@H:1]1([O:12][C:13]2[CH:14]=[CH:15][C:16]([C:19]3[CH:20]=[CH:21][C:22]([C:25]([OH:27])=[O:26])=[N:23][CH:24]=3)=[CH:17][CH:18]=2)[O:9][C@H:8]([CH2:10][OH:11])[C@@H:6]([OH:7])[C@H:4]([OH:5])[C@@H:2]1[OH:3]. (7) Given the reactants [CH2:1]([O:3][C:4]1[CH:5]=[C:6]([CH2:13][CH:14]([NH:17][C:18](=[O:24])[O:19][C:20]([CH3:23])([CH3:22])[CH3:21])[CH2:15][OH:16])[CH:7]=[CH:8][C:9]=1[O:10][CH2:11][CH3:12])[CH3:2].C(N(CC)C(C)C)(C)C.[C:34](OC(=O)C)(=[O:36])[CH3:35], predict the reaction product. The product is: [C:20]([O:19][C:18]([NH:17][CH:14]([CH2:13][C:6]1[CH:7]=[CH:8][C:9]([O:10][CH2:11][CH3:12])=[C:4]([O:3][CH2:1][CH3:2])[CH:5]=1)[CH2:15][O:16][C:34](=[O:36])[CH3:35])=[O:24])([CH3:22])([CH3:21])[CH3:23]. (8) Given the reactants [S:1]1[C:5]2[CH:6]=[CH:7][CH:8]=[CH:9][C:4]=2[CH:3]=[C:2]1[C:10]1[CH2:13][CH2:12][C:11]=1[NH:14][C:15](=[O:26])[C:16]1[CH:21]=[CH:20][CH:19]=[CH:18][C:17]=1[C:22]([F:25])([F:24])[F:23], predict the reaction product. The product is: [S:1]1[C:5]2[CH:6]=[CH:7][CH:8]=[CH:9][C:4]=2[CH:3]=[C:2]1[CH:10]1[CH2:13][CH2:12][CH:11]1[NH:14][C:15](=[O:26])[C:16]1[CH:21]=[CH:20][CH:19]=[CH:18][C:17]=1[C:22]([F:24])([F:23])[F:25]. (9) The product is: [OH:47][CH:44]1[CH2:43][CH2:42][N:41]([C@@H:39]([CH3:40])[CH2:38][N:35]2[CH2:34][CH2:33][CH:32]([NH:31][C:23]([C:17]3[NH:18][C:19]4[C:15]([CH:16]=3)=[C:14]([O:13][CH2:12][C:9]3[C:8]5[C:3]([O:2][CH3:1])=[CH:4][C:5]([O:26][CH3:27])=[CH:6][C:7]=5[O:11][CH:10]=3)[CH:22]=[CH:21][CH:20]=4)=[O:24])[CH2:37][CH2:36]2)[CH2:46][CH2:45]1. Given the reactants [CH3:1][O:2][C:3]1[C:8]2[C:9]([CH2:12][O:13][C:14]3[CH:22]=[CH:21][CH:20]=[C:19]4[C:15]=3[CH:16]=[C:17]([C:23](O)=[O:24])[NH:18]4)=[CH:10][O:11][C:7]=2[CH:6]=[C:5]([O:26][CH3:27])[CH:4]=1.Cl.Cl.Cl.[NH2:31][CH:32]1[CH2:37][CH2:36][N:35]([CH2:38][C@@H:39]([N:41]2[CH2:46][CH2:45][CH:44]([OH:47])[CH2:43][CH2:42]2)[CH3:40])[CH2:34][CH2:33]1, predict the reaction product.